The task is: Predict the product of the given reaction.. This data is from Forward reaction prediction with 1.9M reactions from USPTO patents (1976-2016). (1) Given the reactants C([O:3][C:4]([C:6]1[C:15]2[C:10](=[CH:11][C:12]([O:18][CH3:19])=[C:13]([O:16][CH3:17])[CH:14]=2)[C:9]([C:20](=[O:32])[C:21]2[CH:26]=[CH:25][CH:24]=[C:23]([O:27][CH2:28][C:29](O)=[O:30])[CH:22]=2)=[N:8][CH:7]=1)=[O:5])C.[NH:33]1[CH2:38][CH2:37][O:36][CH2:35][CH2:34]1.CN(C(ON1N=NC2C=CC=CC1=2)=[N+](C)C)C.F[P-](F)(F)(F)(F)F.C(N(CC)CC)C, predict the reaction product. The product is: [CH3:17][O:16][C:13]1[CH:14]=[C:15]2[C:10](=[CH:11][C:12]=1[O:18][CH3:19])[C:9]([C:20](=[O:32])[C:21]1[CH:26]=[CH:25][CH:24]=[C:23]([O:27][CH2:28][C:29]([N:33]3[CH2:38][CH2:37][O:36][CH2:35][CH2:34]3)=[O:30])[CH:22]=1)=[N:8][CH:7]=[C:6]2[C:4]([OH:3])=[O:5]. (2) Given the reactants [C:1]1([CH2:7][CH2:8][CH2:9][N:10]2[CH2:15][CH2:14][CH2:13][C@@H:12]([NH:16]C(=O)OC(C)(C)C)[CH2:11]2)[CH:6]=[CH:5][CH:4]=[CH:3][CH:2]=1.Cl.CCOC(C)=O, predict the reaction product. The product is: [C:1]1([CH2:7][CH2:8][CH2:9][N:10]2[CH2:15][CH2:14][CH2:13][C@@H:12]([NH2:16])[CH2:11]2)[CH:2]=[CH:3][CH:4]=[CH:5][CH:6]=1. (3) Given the reactants C[O:2][C:3](=[O:25])[C:4]1[CH:9]=[C:8]([C:10]2[CH:15]=[CH:14][C:13]([CH3:16])=[CH:12][N:11]=2)[CH:7]=[C:6]([N:17]2[C:21]([CH:22]([CH3:24])[CH3:23])=[N:20][CH:19]=[N:18]2)[CH:5]=1.[OH-].[Na+].Cl, predict the reaction product. The product is: [CH:22]([C:21]1[N:17]([C:6]2[CH:5]=[C:4]([CH:9]=[C:8]([C:10]3[CH:15]=[CH:14][C:13]([CH3:16])=[CH:12][N:11]=3)[CH:7]=2)[C:3]([OH:25])=[O:2])[N:18]=[CH:19][N:20]=1)([CH3:24])[CH3:23].